From a dataset of Catalyst prediction with 721,799 reactions and 888 catalyst types from USPTO. Predict which catalyst facilitates the given reaction. (1) Reactant: [Br:1][C:2]1[CH:15]=[CH:14][C:13]2[O:12][C:11]3[C:6](=[CH:7][C:8](I)=[CH:9][CH:10]=3)[C:5]3([CH2:20][O:19][C:18]([NH2:21])=[N:17]3)[C:4]=2[CH:3]=1.[N:22]1[CH:27]=[C:26](B(O)O)[CH:25]=[N:24][CH:23]=1.C(=O)([O-])[O-].[Na+].[Na+]. Product: [Br:1][C:2]1[CH:15]=[CH:14][C:13]2[O:12][C:11]3[C:6](=[CH:7][C:8]([C:26]4[CH:27]=[N:22][CH:23]=[N:24][CH:25]=4)=[CH:9][CH:10]=3)[C:5]3([CH2:20][O:19][C:18]([NH2:21])=[N:17]3)[C:4]=2[CH:3]=1. The catalyst class is: 276. (2) Reactant: [H-].[Al+3].[Li+].[H-].[H-].[H-].[Br:7][C:8]1[CH:9]=[CH:10][C:11]([O:16][CH2:17][CH2:18][N:19]2[CH2:23][CH2:22][CH2:21][CH2:20]2)=[C:12]([CH:15]=1)[CH:13]=[O:14].[Cl-].[NH4+]. Product: [Br:7][C:8]1[CH:9]=[CH:10][C:11]([O:16][CH2:17][CH2:18][N:19]2[CH2:23][CH2:22][CH2:21][CH2:20]2)=[C:12]([CH2:13][OH:14])[CH:15]=1. The catalyst class is: 1.